From a dataset of Reaction yield outcomes from USPTO patents with 853,638 reactions. Predict the reaction yield, written as a fraction of the theoretical maximum amount of product (1.0 means a 100% yield; for example, 0.34 means a 34% yield). (1) The reactants are [CH3:1][O:2][CH:3]([O:16][CH3:17])[CH2:4][NH:5][C:6](=[O:15])[O:7][CH2:8][C:9]1[CH:14]=[CH:13][CH:12]=[CH:11][CH:10]=1.[OH-].[K+].[CH2:20](Br)[CH:21]=[CH2:22]. The catalyst is C1(C)C=CC=CC=1.[Cl-].C([N+](CC)(CC)CC)C1C=CC=CC=1. The product is [CH2:22]([N:5]([CH2:4][CH:3]([O:2][CH3:1])[O:16][CH3:17])[C:6](=[O:15])[O:7][CH2:8][C:9]1[CH:14]=[CH:13][CH:12]=[CH:11][CH:10]=1)[CH:21]=[CH2:20]. The yield is 0.750. (2) The reactants are [CH3:1][C:2]1[C:3]([NH:11][NH:12][C:13](=O)[CH3:14])=[N:4][CH:5]=[C:6]([N+:8]([O-:10])=[O:9])[CH:7]=1.CC(O)=O. The catalyst is O1CCOCC1. The product is [CH3:14][C:13]1[N:4]2[CH:5]=[C:6]([N+:8]([O-:10])=[O:9])[CH:7]=[C:2]([CH3:1])[C:3]2=[N:11][N:12]=1. The yield is 0.600.